This data is from Reaction yield outcomes from USPTO patents with 853,638 reactions. The task is: Predict the reaction yield, written as a fraction of the theoretical maximum amount of product (1.0 means a 100% yield; for example, 0.34 means a 34% yield). (1) The reactants are [N:1]1[CH:2]=[CH:3][N:4]2[C:9]=1[CH:8]=[CH:7][C:6]([CH2:10]O)=[N:5]2.S(Cl)([Cl:14])=O. No catalyst specified. The product is [Cl:14][CH2:10][C:6]1[CH:7]=[CH:8][C:9]2[N:4]([CH:3]=[CH:2][N:1]=2)[N:5]=1. The yield is 0.690. (2) The reactants are [CH2:1]([O:8][NH:9][C:10](=[O:16])[O:11][C:12]([CH3:15])([CH3:14])[CH3:13])[C:2]1[CH:7]=[CH:6][CH:5]=[CH:4][CH:3]=1.N#N.[CH:19]([CH:21]1[CH2:23][O:22]1)=[CH2:20]. The catalyst is CCCC[N+](CCCC)(CCCC)CCCC.[Br-].C(#N)C.C1C=CC(/C=C/C(/C=C/C2C=CC=CC=2)=O)=CC=1.C1C=CC(/C=C/C(/C=C/C2C=CC=CC=2)=O)=CC=1.C1C=CC(/C=C/C(/C=C/C2C=CC=CC=2)=O)=CC=1.[Pd].[Pd].C(Cl)(Cl)Cl. The product is [CH2:1]([O:8][N:9]([C@H:21]([CH:19]=[CH2:20])[CH2:23][OH:22])[C:10](=[O:16])[O:11][C:12]([CH3:13])([CH3:15])[CH3:14])[C:2]1[CH:7]=[CH:6][CH:5]=[CH:4][CH:3]=1. The yield is 0.930.